This data is from Experimentally validated miRNA-target interactions with 360,000+ pairs, plus equal number of negative samples. The task is: Binary Classification. Given a miRNA mature sequence and a target amino acid sequence, predict their likelihood of interaction. (1) The miRNA is hsa-miR-30b-5p with sequence UGUAAACAUCCUACACUCAGCU. The protein sequence of the target gene is MEQPWPPPGPWSLPRAEGEAEEESDFDVFPSSPRCPQLPGGGAQMYSHGIELACQKQKEFVKSSVACKWNLAEAQQKLGSLALHNSESLDQEHAKAQTAVSELRQREEEWRQKEEALVQREKMCLWSTDAISKDVFNKSFINQDKRKDTEDEDKSESFMQKYEQKIRHFGMLSRWDDSQRFLSDHPYLVCEETAKYLILWCFHLEAEKKGALMEQIAHQAVVMQFIMEMAKNCNVDPRGCFRLFFQKAKAEEEGYFEAFKNELEAFKSRVRLYSQSQSFQPMTVQNHVPHSGVGSIGLLE.... Result: 1 (interaction). (2) The protein sequence of the target gene is MKNRLGTWWVAILCMLLASHLSTVKARGIKHRFKWNRKVLPSSGGQITEARVAENRPGAFIKQGRKLDIDFGAEGNRYYAANYWQFPDGIYYEGCSEANVTKEMLVTSCVNATQAANQAEFSREKQDSKLHQRVLWRLIKEICSAKHCDFWLERGAALRVAVDQPAMVCLLGFVWFIVK. The miRNA is hsa-miR-214-5p with sequence UGCCUGUCUACACUUGCUGUGC. Result: 0 (no interaction).